Dataset: CYP1A2 inhibition data for predicting drug metabolism from PubChem BioAssay. Task: Regression/Classification. Given a drug SMILES string, predict its absorption, distribution, metabolism, or excretion properties. Task type varies by dataset: regression for continuous measurements (e.g., permeability, clearance, half-life) or binary classification for categorical outcomes (e.g., BBB penetration, CYP inhibition). Dataset: cyp1a2_veith. (1) The molecule is Cc1ccccc1NC(=O)OCc1cn(-c2ccc(Cl)cc2)nn1. The result is 1 (inhibitor). (2) The result is 0 (non-inhibitor). The compound is O=C(NCc1ccccc1)c1ccc(S(=O)(=O)N2CCCc3ccccc32)cc1. (3) The drug is O=C(C1CC(=O)N(C2CCCC2)C1)N1CCC2(CC1)OCCO2. The result is 0 (non-inhibitor). (4) The molecule is Cc1c(Br)c([N+](=O)[O-])nn1C(C)C(=O)Nc1ccc2c(c1)OCO2. The result is 1 (inhibitor). (5) The compound is O=c1cc(-c2ccccc2)oc2cc(O)cc(O)c12. The result is 1 (inhibitor). (6) The molecule is CCN1CCN(C(=O)N[C@H](C(=O)N[C@@H]2C(=O)N3C(C(=O)O)=C(CSc4nnnn4C)CS[C@@H]23)c2ccc(O)cc2)C(=O)C1=O.O.O. The result is 0 (non-inhibitor). (7) The molecule is N[C@@]1(C(=O)O)CCC[C@@H]1C(=O)O. The result is 0 (non-inhibitor). (8) The molecule is CCC(=O)Nc1ccc(C(=O)OCC(=O)c2ccc(C)c([N+](=O)[O-])c2)cc1. The result is 0 (non-inhibitor). (9) The compound is O=C(COc1ccc(Cl)cc1)Nc1ccc(N2CCN(C(=O)c3ccco3)CC2)cc1. The result is 0 (non-inhibitor). (10) The drug is COc1ccc2nc(NC(=O)CSc3nnc(C)s3)sc2c1. The result is 1 (inhibitor).